This data is from Full USPTO retrosynthesis dataset with 1.9M reactions from patents (1976-2016). The task is: Predict the reactants needed to synthesize the given product. Given the product [Cl:1][C:2]1[CH:11]=[C:10]2[C:5]([CH:6]=[C:7]([NH:23][C:27](=[O:35])[O:19][C:15]([CH3:18])([CH3:17])[CH3:16])[N:8]=[CH:9]2)=[CH:4][N:3]=1, predict the reactants needed to synthesize it. The reactants are: [Cl:1][C:2]1[CH:11]=[C:10]2[C:5]([CH:6]=[C:7](C(O)=O)[N:8]=[CH:9]2)=[CH:4][N:3]=1.[C:15]([OH:19])([CH3:18])([CH3:17])[CH3:16].C([N:23]([CH2:27]C)C(C)C)(C)C.C1C=CC([O:35]P(OC2C=CC=CC=2)(N=[N+]=[N-])=O)=CC=1.